Dataset: Reaction yield outcomes from USPTO patents with 853,638 reactions. Task: Predict the reaction yield, written as a fraction of the theoretical maximum amount of product (1.0 means a 100% yield; for example, 0.34 means a 34% yield). The reactants are [NH2:1][CH2:2][C@@H:3]([F:6])[CH2:4][OH:5].C(=O)([O-])[O-].[K+].[K+].[C:13](O[C:13]([O:15][C:16]([CH3:19])([CH3:18])[CH3:17])=[O:14])([O:15][C:16]([CH3:19])([CH3:18])[CH3:17])=[O:14]. The catalyst is O1CCOCC1. The product is [F:6][C@@H:3]([CH2:4][OH:5])[CH2:2][NH:1][C:13](=[O:14])[O:15][C:16]([CH3:19])([CH3:18])[CH3:17]. The yield is 1.00.